Dataset: Reaction yield outcomes from USPTO patents with 853,638 reactions. Task: Predict the reaction yield, written as a fraction of the theoretical maximum amount of product (1.0 means a 100% yield; for example, 0.34 means a 34% yield). (1) The reactants are [Si:1]([O:8][C@@H:9]1[CH2:13][C@@H:12]([CH2:14][O:15][C:16]([C:33]2[CH:38]=[CH:37][CH:36]=[CH:35][CH:34]=2)([C:25]2[CH:30]=[CH:29][C:28]([O:31][CH3:32])=[CH:27][CH:26]=2)[C:17]2[CH:22]=[CH:21][C:20]([O:23][CH3:24])=[CH:19][CH:18]=2)[O:11][C@H:10]1[N:39]1[CH:46]=[CH:45][C:43]([NH2:44])=[N:42][C:40]1=[O:41])([C:4]([CH3:7])([CH3:6])[CH3:5])([CH3:3])[CH3:2].[C:47](Cl)([C:62]1[CH:67]=[CH:66][CH:65]=[CH:64][CH:63]=1)([C:56]1[CH:61]=[CH:60][CH:59]=[CH:58][CH:57]=1)[C:48]1[CH:55]=[CH:54][C:51]([O:52][CH3:53])=[CH:50][CH:49]=1.N1C(C)=CC(C)=CC=1C. The catalyst is C(Cl)Cl.[N+]([O-])([O-])=O.[Ag+]. The product is [Si:1]([O:8][C@@H:9]1[CH2:13][C@@H:12]([CH2:14][O:15][C:16]([C:33]2[CH:38]=[CH:37][CH:36]=[CH:35][CH:34]=2)([C:25]2[CH:30]=[CH:29][C:28]([O:31][CH3:32])=[CH:27][CH:26]=2)[C:17]2[CH:18]=[CH:19][C:20]([O:23][CH3:24])=[CH:21][CH:22]=2)[O:11][C@H:10]1[N:39]1[CH:46]=[CH:45][C:43]([NH:44][C:47]([C:62]2[CH:67]=[CH:66][CH:65]=[CH:64][CH:63]=2)([C:56]2[CH:61]=[CH:60][CH:59]=[CH:58][CH:57]=2)[C:48]2[CH:49]=[CH:50][C:51]([O:52][CH3:53])=[CH:54][CH:55]=2)=[N:42][C:40]1=[O:41])([C:4]([CH3:7])([CH3:5])[CH3:6])([CH3:2])[CH3:3]. The yield is 0.937. (2) The reactants are Br[C:2]1[CH:7]=[CH:6][C:5]([O:8][CH3:9])=[CH:4][CH:3]=1.C([Li])CCC.[C:15]([C:17]1[CH:22]=[CH:21][CH:20]=[CH:19][C:18]=1[C:23]#[N:24])#[N:16].[Br:25][C:26]1[CH:31]=[CH:30][CH:29]=[C:28](Br)[CH:27]=1.[Cl-].[NH4+]. The catalyst is O1CCCC1. The product is [Br:25][C:26]1[CH:27]=[C:28]([C:15]2([C:2]3[CH:7]=[CH:6][C:5]([O:8][CH3:9])=[CH:4][CH:3]=3)[C:17]3[C:18](=[CH:19][CH:20]=[CH:21][CH:22]=3)[C:23]([NH2:24])=[N:16]2)[CH:29]=[CH:30][CH:31]=1. The yield is 0.110. (3) The reactants are Cl[C:2]1[N:3]=[C:4]([NH:11][C@@H:12]2[CH2:17][CH2:16][C@H:15]([NH:18][C:19](=[O:22])[CH:20]=[CH2:21])[CH2:14][CH2:13]2)[C:5]2[S:10][CH:9]=[CH:8][C:6]=2[N:7]=1.[CH3:23][N:24]1[CH:28]=[C:27]([NH2:29])[CH:26]=[N:25]1.FC(F)(F)C(O)=O.[OH-].[Na+]. The catalyst is O1CCOCC1. The product is [CH3:23][N:24]1[CH:28]=[C:27]([NH:29][C:2]2[N:3]=[C:4]([NH:11][C@@H:12]3[CH2:17][CH2:16][C@H:15]([NH:18][C:19](=[O:22])[CH:20]=[CH2:21])[CH2:14][CH2:13]3)[C:5]3[S:10][CH:9]=[CH:8][C:6]=3[N:7]=2)[CH:26]=[N:25]1. The yield is 0.498. (4) The reactants are [CH2:1]([O:3][C:4](=[O:9])[C:5](Br)([CH3:7])[CH3:6])[CH3:2].C(=O)([O-])[O-].[K+].[K+].[C@H:16]12[CH2:22][C@H:19]([NH:20][CH2:21]1)[CH2:18][N:17]2[CH2:23][C:24]1[N:25]([CH3:50])[C:26]2[C:31]([N:32]=1)=[C:30]([N:33]1[CH2:38][CH2:37][O:36][CH2:35][CH2:34]1)[N:29]=[C:28]([N:39]1[C:43]3[CH:44]=[CH:45][CH:46]=[CH:47][C:42]=3[N:41]=[C:40]1[CH2:48][CH3:49])[N:27]=2. The catalyst is C(#N)C. The product is [CH2:48]([C:40]1[N:39]([C:28]2[N:27]=[C:26]3[C:31]([N:32]=[C:24]([CH2:23][N:17]4[CH2:18][C@@H:19]5[CH2:22][C@H:16]4[CH2:21][N:20]5[C:5]([CH3:7])([CH3:6])[C:4]([O:3][CH2:1][CH3:2])=[O:9])[N:25]3[CH3:50])=[C:30]([N:33]3[CH2:34][CH2:35][O:36][CH2:37][CH2:38]3)[N:29]=2)[C:43]2[CH:44]=[CH:45][CH:46]=[CH:47][C:42]=2[N:41]=1)[CH3:49]. The yield is 0.580. (5) The reactants are [Li][CH2:2][CH2:3][CH2:4][CH3:5].BrC1[CH:8]=[C:9]([C:13]2[S:14][C:15]([CH3:19])=[C:16]([CH3:18])[CH:17]=2)[S:10]C=1C.IC. The catalyst is C(OCC)C. The product is [CH3:2][C:3]1[CH:8]=[C:9]([C:13]2[S:14][C:15]([CH3:19])=[C:16]([CH3:18])[CH:17]=2)[S:10][C:4]=1[CH3:5]. The yield is 0.800. (6) The reactants are [OH:1][N:2]=[C:3]([C:14]#[N:15])[C:4]1[CH:9]=[CH:8][C:7]([O:10][CH3:11])=[C:6]([O:12][CH3:13])[CH:5]=1.[CH2:16]([C:28]1[CH:33]=[CH:32][C:31]([S:34](Cl)(=[O:36])=[O:35])=[CH:30][CH:29]=1)[CH2:17][CH2:18][CH2:19][CH2:20][CH2:21][CH2:22][CH2:23][CH2:24][CH2:25][CH2:26][CH3:27].C(N(CC)CC)C.O. The catalyst is O1CCCC1. The product is [CH2:16]([C:28]1[CH:29]=[CH:30][C:31]([S:34]([O:1][N:2]=[C:3]([C:14]#[N:15])[C:4]2[CH:9]=[CH:8][C:7]([O:10][CH3:11])=[C:6]([O:12][CH3:13])[CH:5]=2)(=[O:36])=[O:35])=[CH:32][CH:33]=1)[CH2:17][CH2:18][CH2:19][CH2:20][CH2:21][CH2:22][CH2:23][CH2:24][CH2:25][CH2:26][CH3:27]. The yield is 0.410.